From a dataset of Full USPTO retrosynthesis dataset with 1.9M reactions from patents (1976-2016). Predict the reactants needed to synthesize the given product. (1) Given the product [F:1][C:2]1[CH:3]=[C:4]([C:8]2[C:9]([CH3:39])=[C:10]([CH:36]=[CH:37][CH:38]=2)[CH2:11][N:12]2[C:20](=[O:21])[NH:19][C:18]3[C:13]2=[N:14][C:15]([NH:22][CH2:23][C@@H:24]2[CH2:28][CH2:27][NH:26][CH2:25]2)=[N:16][CH:17]=3)[CH:5]=[CH:6][CH:7]=1, predict the reactants needed to synthesize it. The reactants are: [F:1][C:2]1[CH:3]=[C:4]([C:8]2[C:9]([CH3:39])=[C:10]([CH:36]=[CH:37][CH:38]=2)[CH2:11][N:12]2[C:20](=[O:21])[NH:19][C:18]3[C:13]2=[N:14][C:15]([NH:22][CH2:23][C@@H:24]2[CH2:28][CH2:27][N:26](C(OC(C)(C)C)=O)[CH2:25]2)=[N:16][CH:17]=3)[CH:5]=[CH:6][CH:7]=1. (2) Given the product [ClH:34].[ClH:34].[CH2:8]([O:10][C:11]([C:13]1[C:14]([NH:18][NH2:19])=[N:15][NH:16][CH:17]=1)=[O:12])[CH3:9], predict the reactants needed to synthesize it. The reactants are: FC(F)(F)C(O)=O.[CH2:8]([O:10][C:11]([C:13]1[C:14]([NH:18][NH:19]C(OC(C)(C)C)=O)=[N:15][NH:16][CH:17]=1)=[O:12])[CH3:9].C1(C)C=CC=CC=1.[Cl:34]CCl. (3) Given the product [F:26][CH:2]([F:1])[C:3]1[N:8]2[N:9]=[CH:10][C:11]([C:12]3[O:13][N:34]=[C:32]([C:31]4[CH:36]=[CH:37][C:28]([NH2:27])=[N:29][CH:30]=4)[N:33]=3)=[C:7]2[N:6]=[C:5]([C:15]2[CH:20]=[CH:19][C:18]([C:21]([F:23])([F:22])[F:24])=[C:17]([F:25])[CH:16]=2)[CH:4]=1, predict the reactants needed to synthesize it. The reactants are: [F:1][CH:2]([F:26])[C:3]1[N:8]2[N:9]=[CH:10][C:11]([C:12](O)=[O:13])=[C:7]2[N:6]=[C:5]([C:15]2[CH:20]=[CH:19][C:18]([C:21]([F:24])([F:23])[F:22])=[C:17]([F:25])[CH:16]=2)[CH:4]=1.[NH2:27][C:28]1[CH:37]=[CH:36][C:31]([C:32]([NH:34]O)=[NH:33])=[CH:30][N:29]=1. (4) Given the product [Cl:1][C:2]1[CH:7]=[CH:6][C:5]([C:8]2[CH:9]=[C:10]([NH:19][C:26]([C:21]3[CH:22]=[N:23][CH:24]=[CH:25][N:20]=3)=[O:27])[CH:11]=[N:12][C:13]=2[O:14][CH:15]2[CH2:18][CH2:17][CH2:16]2)=[CH:4][CH:3]=1, predict the reactants needed to synthesize it. The reactants are: [Cl:1][C:2]1[CH:7]=[CH:6][C:5]([C:8]2[CH:9]=[C:10]([NH2:19])[CH:11]=[N:12][C:13]=2[O:14][CH:15]2[CH2:18][CH2:17][CH2:16]2)=[CH:4][CH:3]=1.[N:20]1[CH:25]=[CH:24][N:23]=[CH:22][C:21]=1[C:26](O)=[O:27]. (5) Given the product [CH:1]1([CH2:4][O:5][CH2:6][C:7]2[N:12]=[C:11]([NH2:13])[CH:10]=[CH:9][CH:8]=2)[CH2:3][CH2:2]1, predict the reactants needed to synthesize it. The reactants are: [CH:1]1([CH2:4][O:5][CH2:6][C:7]2[N:12]=[C:11]([NH:13]C(=O)C(C)(C)C)[CH:10]=[CH:9][CH:8]=2)[CH2:3][CH2:2]1.[OH-].[Na+]. (6) Given the product [CH:13]([C:16]1([CH2:22][O:23][CH3:24])[CH2:21][CH2:20][O:19][C:17]1=[O:18])([CH3:15])[CH3:14], predict the reactants needed to synthesize it. The reactants are: C(NC(C)C)(C)C.C([Li])CCC.[CH:13]([CH:16]1[CH2:21][CH2:20][O:19][C:17]1=[O:18])([CH3:15])[CH3:14].[CH3:22][O:23][CH2:24]Cl.